From a dataset of Catalyst prediction with 721,799 reactions and 888 catalyst types from USPTO. Predict which catalyst facilitates the given reaction. (1) Reactant: [CH3:1][C:2]1([CH3:28])[C:14](=[CH2:15])[C:13](=[O:16])[C:12]2[C:11]3[C:6](=[CH:7][CH:8]=[CH:9][CH:10]=3)[N:5]([CH2:17][C:18]3[CH:27]=[CH:26][C:21]([C:22]([O:24][CH3:25])=[O:23])=[CH:20][CH:19]=3)[C:4]=2[CH2:3]1.[NH:29]1[CH2:34][CH2:33][O:32][CH2:31][CH2:30]1. Product: [CH3:1][C:2]1([CH3:28])[CH:14]([CH2:15][N:29]2[CH2:34][CH2:33][O:32][CH2:31][CH2:30]2)[C:13](=[O:16])[C:12]2[C:11]3[C:6](=[CH:7][CH:8]=[CH:9][CH:10]=3)[N:5]([CH2:17][C:18]3[CH:19]=[CH:20][C:21]([C:22]([O:24][CH3:25])=[O:23])=[CH:26][CH:27]=3)[C:4]=2[CH2:3]1. The catalyst class is: 11. (2) Reactant: C(Cl)CCl.[F:5][C:6]1[CH:7]=[CH:8][C:9]([NH:12][NH2:13])=[N:10][CH:11]=1.[C:14]([O:18][C:19]([N:21]1[CH2:26][CH2:25][CH:24]([C:27](O)=[O:28])[CH2:23][CH2:22]1)=[O:20])([CH3:17])([CH3:16])[CH3:15].C1C=CC2N(O)N=NC=2C=1. Product: [C:14]([O:18][C:19]([N:21]1[CH2:26][CH2:25][CH:24]([C:27]([NH:13][NH:12][C:9]2[CH:8]=[CH:7][C:6]([F:5])=[CH:11][N:10]=2)=[O:28])[CH2:23][CH2:22]1)=[O:20])([CH3:17])([CH3:16])[CH3:15]. The catalyst class is: 2. (3) Reactant: [CH3:1][O:2][C:3]1[CH:4]=[N:5][CH:6]=[C:7]([CH:9]=O)[CH:8]=1.C(O[C:14](=[O:18])[CH2:15][C:16]#[N:17])C.Cl.[C:20]([NH2:23])(=[NH:22])[CH3:21].C(=O)([O-])[O-].[K+].[K+]. Product: [OH:18][C:14]1[C:15]([C:16]#[N:17])=[C:9]([C:7]2[CH:6]=[N:5][CH:4]=[C:3]([O:2][CH3:1])[CH:8]=2)[N:23]=[C:20]([CH3:21])[N:22]=1. The catalyst class is: 8. (4) Reactant: [Br:1][C:2]1[CH:3]=[C:4]2[C:8](=[CH:9][C:10]=1[Cl:11])[NH:7][CH:6]=[C:5]2[CH:12]=[O:13].C(C(OC1C(OC(C(C)(C)C)=O)=C(I)C=CC=1)=O)(C)(C)C.[CH3:35][S:36]([NH2:39])(=[O:38])=[O:37]. Product: [Br:1][C:2]1[CH:3]=[C:4]2[C:8](=[CH:9][C:10]=1[Cl:11])[NH:7][CH:6]=[C:5]2[C:12]([NH:39][S:36]([CH3:35])(=[O:38])=[O:37])=[O:13]. The catalyst class is: 480. (5) Reactant: [CH3:1][O:2][C:3]1[CH:4]=[C:5]([C:11]([C:13]2[CH:18]=[C:17]([O:19][CH3:20])[CH:16]=[C:15]([O:21][CH3:22])[CH:14]=2)=O)[CH:6]=[C:7]([O:9][CH3:10])[CH:8]=1.C(OP([CH2:31][C:32]#[N:33])(=O)OCC)C.C[Si]([N-][Si](C)(C)C)(C)C.[Li+].O1C2C=CC(C(C3C=C(OC)C=C(OC)C=3)=CC#N)=CC=2OCC1. Product: [CH3:1][O:2][C:3]1[CH:4]=[C:5]([C:11]([C:13]2[CH:18]=[C:17]([O:19][CH3:20])[CH:16]=[C:15]([O:21][CH3:22])[CH:14]=2)=[CH:31][C:32]#[N:33])[CH:6]=[C:7]([O:9][CH3:10])[CH:8]=1. The catalyst class is: 1. (6) Reactant: [N:1]1[C:5]2[CH:6]=[CH:7][CH:8]=[CH:9][C:4]=2[NH:3][C:2]=1[SH:10].C(N(CC)CC)C.Br[CH2:19][CH2:20][CH2:21][C:22]([O:24][CH2:25][CH3:26])=[O:23].O. Product: [N:1]1[C:5]2[CH:6]=[CH:7][CH:8]=[CH:9][C:4]=2[NH:3][C:2]=1[S:10][CH2:19][CH2:20][CH2:21][C:22]([O:24][CH2:25][CH3:26])=[O:23]. The catalyst class is: 11. (7) Reactant: [Cl:1][C:2]1[CH:20]=[CH:19][C:5]([CH2:6][N:7]2[C:15]3[C:10](=[CH:11][CH:12]=[CH:13][C:14]=3[C:16](O)=[O:17])[CH:9]=[CH:8]2)=[CH:4][CH:3]=1.Cl.[NH2:22][CH2:23][CH2:24][CH2:25][CH2:26][CH2:27][C:28]([O:30]C)=[O:29].C1C=CC2N(O)N=NC=2C=1.N=C=N.C(=O)([O-])[O-].[N-]=C=O. Product: [Cl:1][C:2]1[CH:20]=[CH:19][C:5]([CH2:6][N:7]2[C:15]3[C:10](=[CH:11][CH:12]=[CH:13][C:14]=3[C:16]([NH:22][CH2:23][CH2:24][CH2:25][CH2:26][CH2:27][C:28]([OH:30])=[O:29])=[O:17])[CH:9]=[CH:8]2)=[CH:4][CH:3]=1. The catalyst class is: 338. (8) Reactant: [CH3:1][O:2][C:3](=[O:9])[CH:4]([CH3:8])[CH2:5][CH2:6]Cl.[NH:10]1[CH2:14][CH2:13][CH2:12][CH2:11]1. Product: [CH3:8][CH:4]([CH2:5][CH2:6][N:10]1[CH2:14][CH2:13][CH2:12][CH2:11]1)[C:3]([O:2][CH3:1])=[O:9]. The catalyst class is: 11.